Dataset: Catalyst prediction with 721,799 reactions and 888 catalyst types from USPTO. Task: Predict which catalyst facilitates the given reaction. (1) Reactant: N(C(N1CCCCC1)=O)=NC(N1CCCCC1)=O.[F:19][C:20]1[CH:25]=[C:24]([N:26]([CH2:33][C:34]2[C:43]([CH3:44])=[C:42]3[C:37]([CH2:38][CH2:39][CH2:40][N:41]3[CH2:45][CH2:46][OH:47])=[CH:36][CH:35]=2)C(=O)C(F)(F)F)[CH:23]=[CH:22][C:21]=1[CH2:48][CH2:49][C:50]([O:52]CC)=[O:51].[Cl:55][C:56]1[CH:61]=[CH:60][CH:59]=[CH:58][C:57]=1O.C(P(CCCC)CCCC)CCC. Product: [ClH:55].[ClH:55].[Cl:55][C:56]1[CH:61]=[CH:60][CH:59]=[CH:58][C:57]=1[O:47][CH2:46][CH2:45][N:41]1[C:42]2[C:37](=[CH:36][CH:35]=[C:34]([CH2:33][NH:26][C:24]3[CH:23]=[CH:22][C:21]([CH2:48][CH2:49][C:50]([OH:52])=[O:51])=[C:20]([F:19])[CH:25]=3)[C:43]=2[CH3:44])[CH2:38][CH2:39][CH2:40]1. The catalyst class is: 1. (2) Reactant: Cl[C:2]1[C:11]2[C:6](=[CH:7][CH:8]=[CH:9][C:10]=2[F:12])[N:5]=[C:4]([C:13]2[CH:18]=[CH:17][CH:16]=[CH:15][N:14]=2)[C:3]=1[CH3:19].[Br:20][C:21]1[CH:22]=[C:23]2[NH:29][CH2:28][C:27]([CH3:31])([CH3:30])[C:24]2=[N:25][CH:26]=1.[H-].[Na+]. Product: [Br:20][C:21]1[CH:22]=[C:23]2[N:29]([C:2]3[C:11]4[C:6](=[CH:7][CH:8]=[CH:9][C:10]=4[F:12])[N:5]=[C:4]([C:13]4[CH:18]=[CH:17][CH:16]=[CH:15][N:14]=4)[C:3]=3[CH3:19])[CH2:28][C:27]([CH3:31])([CH3:30])[C:24]2=[N:25][CH:26]=1. The catalyst class is: 3. (3) Reactant: [Cl:1][C:2]1[CH:3]=[C:4]([C:8]2[N:12]=[C:11]([CH2:13][N:14]([CH3:20])[C:15](=[N:18][CH3:19])SC)[O:10][N:9]=2)[CH:5]=[CH:6][CH:7]=1.[C:21]([NH:29][NH2:30])(=O)[C:22]1[CH:27]=[CH:26][N:25]=[CH:24][CH:23]=1. Product: [Cl:1][C:2]1[CH:3]=[C:4]([C:8]2[N:12]=[C:11]([CH2:13][N:14]([CH3:20])[C:15]3[N:18]([CH3:19])[C:21]([C:22]4[CH:27]=[CH:26][N:25]=[CH:24][CH:23]=4)=[N:29][N:30]=3)[O:10][N:9]=2)[CH:5]=[CH:6][CH:7]=1. The catalyst class is: 511. (4) Reactant: [CH2:1]([O:8][C:9]([N:11]1[CH2:15][CH2:14][CH2:13][C@H:12]1[C:16]1[N:17]=[C:18]2[C:23](Br)=[CH:22][CH:21]=[CH:20][N:19]2[CH:25]=1)=[O:10])[C:2]1[CH:7]=[CH:6][CH:5]=[CH:4][CH:3]=1.[F:26][C:27]1[CH:32]=[CH:31][CH:30]=[CH:29][C:28]=1B(O)O.C(=O)([O-])[O-].[K+].[K+]. Product: [F:26][C:27]1[CH:32]=[CH:31][CH:30]=[CH:29][C:28]=1[C:23]1[C:18]2[N:19]([CH:25]=[C:16]([C@@H:12]3[CH2:13][CH2:14][CH2:15][N:11]3[C:9]([O:8][CH2:1][C:2]3[CH:7]=[CH:6][CH:5]=[CH:4][CH:3]=3)=[O:10])[N:17]=2)[CH:20]=[CH:21][CH:22]=1. The catalyst class is: 492. (5) Reactant: Br[C:2]1[CH:3]=[C:4]([NH:10][C:11]2[CH:16]=[CH:15][C:14]([CH:17]3[CH2:22][CH2:21][N:20]([CH3:23])[CH2:19][CH2:18]3)=[CH:13][N:12]=2)[C:5](=[O:9])[N:6]([CH3:8])[CH:7]=1.[C:24]([O:27][CH2:28][C:29]1[C:30]([N:38]2[CH2:49][CH2:48][N:47]3[C:40](=[CH:41][C:42]4[CH2:43][C:44]([CH3:51])([CH3:50])[CH2:45][C:46]=43)[C:39]2=[O:52])=[N:31][CH:32]=[CH:33][C:34]=1B(O)O)(=[O:26])[CH3:25].[O-]P([O-])([O-])=O.[K+].[K+].[K+].O.O.O.C([O-])(=O)C.[Na+]. Product: [C:24]([O:27][CH2:28][C:29]1[C:30]([N:38]2[CH2:49][CH2:48][N:47]3[C:40](=[CH:41][C:42]4[CH2:43][C:44]([CH3:51])([CH3:50])[CH2:45][C:46]=43)[C:39]2=[O:52])=[N:31][CH:32]=[CH:33][C:34]=1[C:2]1[CH:3]=[C:4]([NH:10][C:11]2[CH:16]=[CH:15][C:14]([CH:17]3[CH2:22][CH2:21][N:20]([CH3:23])[CH2:19][CH2:18]3)=[CH:13][N:12]=2)[C:5](=[O:9])[N:6]([CH3:8])[CH:7]=1)(=[O:26])[CH3:25]. The catalyst class is: 543.